The task is: Predict the reactants needed to synthesize the given product.. This data is from Full USPTO retrosynthesis dataset with 1.9M reactions from patents (1976-2016). (1) Given the product [ClH:1].[Cl:1][CH2:2][CH2:3][N:4]([CH2:23][CH2:24][Cl:25])[P:5]([N:16]([CH2:20][CH2:21][Cl:22])[CH2:17][CH2:18][Cl:19])(=[O:15])[O:6][CH2:7][CH2:8][S:9]([CH2:12][CH2:13][N:29]([CH2:30][CH3:31])[CH2:26][CH3:27])(=[O:11])=[O:10], predict the reactants needed to synthesize it. The reactants are: [Cl:1][CH2:2][CH2:3][N:4]([CH2:23][CH2:24][Cl:25])[P:5]([N:16]([CH2:20][CH2:21][Cl:22])[CH2:17][CH2:18][Cl:19])(=[O:15])[O:6][CH2:7][CH2:8][S:9]([CH2:12][CH2:13]O)(=[O:11])=[O:10].[CH:26]([N:29](CC)[CH:30](C)[CH3:31])(C)[CH3:27].FC(F)(F)S(OS(C(F)(F)F)(=O)=O)(=O)=O.C(NCC)C. (2) Given the product [NH2:36][C:11]1[S:10][C:9]([C:3]2[C:2]([F:1])=[CH:7][CH:6]=[CH:5][C:4]=2[F:8])=[N:13][C:12]=1[C:14]([NH:15][C:16]1[CH:17]=[N:18][N:19]([CH3:34])[C:20]=1[C:21]1[CH2:22][CH2:23][NH:24][CH2:25][CH:26]=1)=[O:35], predict the reactants needed to synthesize it. The reactants are: [F:1][C:2]1[CH:7]=[CH:6][CH:5]=[C:4]([F:8])[C:3]=1[C:9]1[S:10][C:11]([NH:36]C(=O)OC(C)(C)C)=[C:12]([C:14](=[O:35])[NH:15][C:16]2[CH:17]=[N:18][N:19]([CH3:34])[C:20]=2[C:21]2[CH2:22][CH2:23][N:24](C(OC(C)(C)C)=O)[CH2:25][CH:26]=2)[N:13]=1.Cl. (3) Given the product [Cl:1][C:2]1[CH:7]=[CH:6][CH:5]=[C:4]([Cl:8])[C:3]=1[CH2:9][CH2:10][O:11][CH2:12][CH2:13][N:14]1[CH2:15][CH2:16][C:17](=[O:20])[CH2:18][CH2:19]1, predict the reactants needed to synthesize it. The reactants are: [Cl:1][C:2]1[CH:7]=[CH:6][CH:5]=[C:4]([Cl:8])[C:3]=1[CH2:9][CH2:10][O:11][CH2:12][CH2:13][N:14]1[CH2:19][CH2:18][CH:17]([OH:20])[CH2:16][CH2:15]1.C[N+]1([O-])CCOCC1.CCOCC. (4) Given the product [CH:27]([OH:29])=[O:28].[CH2:21]([O:20][C:11]1[N:10]=[C:9]2[C:14]([N:15]=[C:16]([O:17][CH3:18])[N:8]2[CH2:7][CH2:6][CH2:5][CH2:26][N:43]2[CH2:42][CH2:39][CH2:40][CH2:44]2)=[C:13]([NH2:19])[N:12]=1)[CH2:22][CH2:23][CH3:24], predict the reactants needed to synthesize it. The reactants are: N1([CH2:5][CH2:6][CH2:7][N:8]2[C:16]([O:17][CH3:18])=[N:15][C:14]3[C:9]2=[N:10][C:11]([O:20][CH2:21][CH2:22][CH2:23][CH3:24])=[N:12][C:13]=3[NH2:19])CCC1.F[C:26](F)(F)[C:27]([OH:29])=[O:28].C(OC1N[C:39](N)=[C:40]2[C:44](N=1)=[N:43][C:42](OC)=N2)CCC.BrCCCCBr.N1CCCC1. (5) Given the product [CH3:11][C:8]1[CH:9]=[CH:10][C:2]([NH:1][C:12]([S:14][CH3:15])=[S:13])=[C:3]([CH:7]=1)[C:4]([OH:6])=[O:5], predict the reactants needed to synthesize it. The reactants are: [NH2:1][C:2]1[CH:10]=[CH:9][C:8]([CH3:11])=[CH:7][C:3]=1[C:4]([OH:6])=[O:5].[C:12](=[S:14])=[S:13].[CH3:15]CN(CC)CC.IC.Cl. (6) Given the product [CH2:1]([O:3][C:4]([C:6]1[CH:11]=[CH:10][CH:9]=[C:8]([S:12][C:13]2[C:22]3[C:21](=[C:20]([F:27])[C:19]([Cl:18])=[CH:24][CH:23]=3)[NH:25][C:14]=2[CH3:15])[N:7]=1)=[O:5])[CH3:2], predict the reactants needed to synthesize it. The reactants are: [CH2:1]([O:3][C:4]([C:6]1[CH:11]=[CH:10][CH:9]=[C:8]([S:12][CH2:13][C:14](=O)[CH3:15])[N:7]=1)=[O:5])[CH3:2].Cl.[Cl:18][C:19]1[C:20]([F:27])=[C:21]([NH:25]N)[CH:22]=[CH:23][CH:24]=1. (7) Given the product [NH2:31][C:30]1[N:29]=[CH:28][N:27]=[C:26]2[N:22]([CH2:2][C:3]3[N:12]([C:13]4[CH:18]=[CH:17][CH:16]=[CH:15][C:14]=4[CH3:19])[C:11](=[O:20])[C:10]4[C:5](=[CH:6][CH:7]=[CH:8][C:9]=4[CH3:21])[N:4]=3)[N:23]=[CH:24][C:25]=12, predict the reactants needed to synthesize it. The reactants are: Cl[CH2:2][C:3]1[N:12]([C:13]2[CH:18]=[CH:17][CH:16]=[CH:15][C:14]=2[CH3:19])[C:11](=[O:20])[C:10]2[C:5](=[CH:6][CH:7]=[CH:8][C:9]=2[CH3:21])[N:4]=1.[NH:22]1[C:26]2=[N:27][CH:28]=[N:29][C:30]([NH2:31])=[C:25]2[CH:24]=[N:23]1.C([O-])([O-])=O.[K+].[K+]. (8) Given the product [NH2:1][C:2]([C:6]1[CH:11]=[CH:10][C:9]([O:12][CH3:13])=[C:8]([F:14])[CH:7]=1)=[CH:3][C:4]([NH2:5])=[S:17], predict the reactants needed to synthesize it. The reactants are: [NH2:1][C:2]([C:6]1[CH:11]=[CH:10][C:9]([O:12][CH3:13])=[C:8]([F:14])[CH:7]=1)=[CH:3][C:4]#[N:5].C(N)(=[S:17])C.Cl. (9) Given the product [Si:27]([O:28][CH:29]([CH3:33])[C:30](=[S:10])[NH2:32])([C:23]([CH3:24])([CH3:25])[CH3:26])([C:40]1[CH:41]=[CH:42][CH:43]=[CH:44][CH:45]=1)[C:34]1[CH:39]=[CH:38][CH:37]=[CH:36][CH:35]=1, predict the reactants needed to synthesize it. The reactants are: COC1C=CC(P2(=S)SP(=S)(C3C=CC(OC)=CC=3)[S:10]2)=CC=1.[C:23]([Si:27]([C:40]1[CH:45]=[CH:44][CH:43]=[CH:42][CH:41]=1)([C:34]1[CH:39]=[CH:38][CH:37]=[CH:36][CH:35]=1)[O:28][CH:29]([CH3:33])[C:30]([NH2:32])=O)([CH3:26])([CH3:25])[CH3:24]. (10) Given the product [Cl:1][C:2]1[CH:3]=[C:4]([O:12][C:21]2[C:20]([F:24])=[CH:19][C:15]([C:16]([OH:18])=[O:17])=[C:14]([F:13])[CH:22]=2)[CH:5]=[N:6][C:7]=1[O:8][CH:9]([CH3:10])[CH3:11], predict the reactants needed to synthesize it. The reactants are: [Cl:1][C:2]1[CH:3]=[C:4]([OH:12])[CH:5]=[N:6][C:7]=1[O:8][CH:9]([CH3:11])[CH3:10].[F:13][C:14]1[CH:22]=[C:21](F)[C:20]([F:24])=[CH:19][C:15]=1[C:16]([OH:18])=[O:17].